Dataset: Catalyst prediction with 721,799 reactions and 888 catalyst types from USPTO. Task: Predict which catalyst facilitates the given reaction. (1) Product: [Cl:1][C:2]1[C:3](=[O:29])[N:4]([CH2:19][C:20]2[CH:21]=[C:22]3[C:26](=[CH:27][CH:28]=2)[N:25]([C:37](=[O:38])[C:34]([OH:33])([CH3:36])[CH3:35])[CH2:24][CH2:23]3)[C:5]([CH3:18])=[CH:6][C:7]=1[O:8][CH2:9][C:10]1[CH:15]=[CH:14][C:13]([F:16])=[CH:12][C:11]=1[F:17]. Reactant: [Cl:1][C:2]1[C:3](=[O:29])[N:4]([CH2:19][C:20]2[CH:21]=[C:22]3[C:26](=[CH:27][CH:28]=2)[NH:25][CH2:24][CH2:23]3)[C:5]([CH3:18])=[CH:6][C:7]=1[O:8][CH2:9][C:10]1[CH:15]=[CH:14][C:13]([F:16])=[CH:12][C:11]=1[F:17].C([O:33][C:34]([C:37](Cl)=[O:38])([CH3:36])[CH3:35])(=O)C.C(N(CC)CC)C.[OH-].[Na+]. The catalyst class is: 111. (2) Reactant: [OH:1][C:2]1[CH:9]=[C:8]([CH3:10])[C:5]([CH:6]=[O:7])=[C:4]([CH3:11])[CH:3]=1.[CH3:12][O:13][C:14](=[O:17])[CH2:15]Br.C([O-])([O-])=O.[K+].[K+].O. Product: [CH3:12][O:13][C:14](=[O:17])[CH2:15][O:1][C:2]1[CH:3]=[C:4]([CH3:11])[C:5]([CH:6]=[O:7])=[C:8]([CH3:10])[CH:9]=1. The catalyst class is: 31. (3) Reactant: Cl[C:2]1[N:7]=[C:6]([NH:8][C:9]2[C:18]([CH3:19])=[CH:17][CH:16]=[CH:15][C:10]=2[C:11]([NH:13][CH3:14])=[O:12])[C:5]([Cl:20])=[CH:4][N:3]=1.[NH2:21][C:22]1[CH:35]=[CH:34][C:25]2[NH:26][C:27](=[O:33])[CH2:28][CH2:29][C:30]([CH3:32])([CH3:31])[C:24]=2[CH:23]=1.CC1(C)[C@]2(CS(O)(=O)=O)C(C[C@H]1CC2)=O. Product: [Cl:20][C:5]1[C:6]([NH:8][C:9]2[C:18]([CH3:19])=[CH:17][CH:16]=[CH:15][C:10]=2[C:11]([NH:13][CH3:14])=[O:12])=[N:7][C:2]([NH:21][C:22]2[CH:35]=[CH:34][C:25]3[NH:26][C:27](=[O:33])[CH2:28][CH2:29][C:30]([CH3:32])([CH3:31])[C:24]=3[CH:23]=2)=[N:3][CH:4]=1. The catalyst class is: 32. (4) Reactant: [OH-].[Na+].[Br:3][C:4]1[N:5]=[C:6]2[CH2:11][CH:10]([C:12]([O:14]C)=[O:13])[CH2:9][CH2:8][N:7]2[CH:16]=1.Cl. Product: [Br:3][C:4]1[N:5]=[C:6]2[CH2:11][CH:10]([C:12]([OH:14])=[O:13])[CH2:9][CH2:8][N:7]2[CH:16]=1. The catalyst class is: 5.